Task: Predict the product of the given reaction.. Dataset: Forward reaction prediction with 1.9M reactions from USPTO patents (1976-2016) (1) Given the reactants [H-].[Na+].[OH:3][C:4]1[C:12]2[N:11]=[C:10]([CH3:13])[N:9]([CH3:14])[C:8]=2[CH:7]=[C:6]([C:15]([O:17][CH3:18])=[O:16])[CH:5]=1.Cl[CH:20]1[C:29]2[C:24](=[CH:25][CH:26]=[CH:27][CH:28]=2)[O:23][CH2:22][CH2:21]1, predict the reaction product. The product is: [O:23]1[C:24]2[C:29](=[CH:28][CH:27]=[CH:26][CH:25]=2)[CH:20]([O:3][C:4]2[C:12]3[N:11]=[C:10]([CH3:13])[N:9]([CH3:14])[C:8]=3[CH:7]=[C:6]([C:15]([O:17][CH3:18])=[O:16])[CH:5]=2)[CH2:21][CH2:22]1. (2) Given the reactants [C:1]1([C@H:11]([NH:13][C:14]([CH:16]2[CH2:21][O:20][CH2:19][CH2:18][NH:17]2)=[O:15])[CH3:12])[C:10]2[C:5](=[CH:6][CH:7]=[CH:8][CH:9]=2)[CH:4]=[CH:3][CH:2]=1.CC1(C)[C:29]2[C:24](=[C:25](P([C:24]3[CH:29]=[CH:28][CH:27]=[CH:26][CH:25]=3)[C:24]3[CH:29]=[CH:28][CH:27]=[CH:26][CH:25]=3)[CH:26]=[CH:27][CH:28]=2)O[C:25]2[C:26](P([C:24]3[CH:29]=[CH:28][CH:27]=[CH:26][CH:25]=3)[C:24]3[CH:29]=[CH:28][CH:27]=[CH:26][CH:25]=3)=[CH:27][CH:28]=[CH:29][C:24]1=2.BrC1C=CC=CC=1.C([O-])([O-])=O.[Cs+].[Cs+], predict the reaction product. The product is: [C:1]1([C@H:11]([NH:13][C:14]([CH:16]2[CH2:21][O:20][CH2:19][CH2:18][N:17]2[C:24]2[CH:29]=[CH:28][CH:27]=[CH:26][CH:25]=2)=[O:15])[CH3:12])[C:10]2[C:5](=[CH:6][CH:7]=[CH:8][CH:9]=2)[CH:4]=[CH:3][CH:2]=1.